Regression. Given two drug SMILES strings and cell line genomic features, predict the synergy score measuring deviation from expected non-interaction effect. From a dataset of NCI-60 drug combinations with 297,098 pairs across 59 cell lines. (1) Drug 1: CC1OCC2C(O1)C(C(C(O2)OC3C4COC(=O)C4C(C5=CC6=C(C=C35)OCO6)C7=CC(=C(C(=C7)OC)O)OC)O)O. Drug 2: CCC1(C2=C(COC1=O)C(=O)N3CC4=CC5=C(C=CC(=C5CN(C)C)O)N=C4C3=C2)O.Cl. Cell line: NCI-H226. Synergy scores: CSS=32.4, Synergy_ZIP=-5.00, Synergy_Bliss=-2.78, Synergy_Loewe=0.702, Synergy_HSA=1.23. (2) Drug 1: CC1=C(C=C(C=C1)NC2=NC=CC(=N2)N(C)C3=CC4=NN(C(=C4C=C3)C)C)S(=O)(=O)N.Cl. Drug 2: CCC(=C(C1=CC=CC=C1)C2=CC=C(C=C2)OCCN(C)C)C3=CC=CC=C3.C(C(=O)O)C(CC(=O)O)(C(=O)O)O. Cell line: UACC-257. Synergy scores: CSS=2.54, Synergy_ZIP=3.43, Synergy_Bliss=6.16, Synergy_Loewe=2.50, Synergy_HSA=2.78.